Dataset: Reaction yield outcomes from USPTO patents with 853,638 reactions. Task: Predict the reaction yield, written as a fraction of the theoretical maximum amount of product (1.0 means a 100% yield; for example, 0.34 means a 34% yield). (1) The reactants are CO[CH:3](OC)[N:4]([CH3:6])[CH3:5].[CH3:9][O:10][CH:11]([O:15][CH3:16])[C:12](=[O:14])[CH3:13]. No catalyst specified. The product is [CH3:3][N:4]([CH3:6])/[CH:5]=[CH:13]/[C:12](=[O:14])[CH:11]([O:15][CH3:16])[O:10][CH3:9]. The yield is 0.910. (2) The reactants are C([O:8][C:9](=[O:24])[CH2:10][N:11]([CH2:13][CH2:14][N:15]([C:17]([O:19][C:20]([CH3:23])([CH3:22])[CH3:21])=[O:18])[CH3:16])[CH3:12])C1C=CC=CC=1. The catalyst is CO.[C].[Pd]. The product is [C:20]([O:19][C:17]([N:15]([CH3:16])[CH2:14][CH2:13][N:11]([CH2:10][C:9]([OH:24])=[O:8])[CH3:12])=[O:18])([CH3:23])([CH3:22])[CH3:21]. The yield is 1.00.